Task: Regression. Given a peptide amino acid sequence and an MHC pseudo amino acid sequence, predict their binding affinity value. This is MHC class I binding data.. Dataset: Peptide-MHC class I binding affinity with 185,985 pairs from IEDB/IMGT (1) The peptide sequence is WVGRASDPD. The MHC is HLA-B15:01 with pseudo-sequence HLA-B15:01. The binding affinity (normalized) is 0.0847. (2) The peptide sequence is MRFYFTNW. The MHC is H-2-Kb with pseudo-sequence H-2-Kb. The binding affinity (normalized) is 0.733. (3) The peptide sequence is LTSKELMMA. The MHC is HLA-A01:01 with pseudo-sequence HLA-A01:01. The binding affinity (normalized) is 0.200. (4) The peptide sequence is RDIINEEAADW. The MHC is Mamu-A11 with pseudo-sequence Mamu-A11. The binding affinity (normalized) is 0. (5) The peptide sequence is RIKTRLFTI. The MHC is HLA-B08:02 with pseudo-sequence HLA-B08:02. The binding affinity (normalized) is 0.270. (6) The peptide sequence is LYVGDLCGSV. The MHC is Patr-A0901 with pseudo-sequence Patr-A0901. The binding affinity (normalized) is 0.181.